This data is from Forward reaction prediction with 1.9M reactions from USPTO patents (1976-2016). The task is: Predict the product of the given reaction. (1) Given the reactants [Cl:1][C:2]1[CH:7]=[CH:6][CH:5]=[CH:4][C:3]=1[C:8]1[C:12]([C:13]([O:15]CC)=[O:14])=[CH:11][N:10]([CH3:18])[N:9]=1.[OH-].[K+].O, predict the reaction product. The product is: [Cl:1][C:2]1[CH:7]=[CH:6][CH:5]=[CH:4][C:3]=1[C:8]1[C:12]([C:13]([OH:15])=[O:14])=[CH:11][N:10]([CH3:18])[N:9]=1. (2) Given the reactants [Cl:1][C:2]1[CH:3]=[CH:4][C:5]2[O:9][C:8]([N:10]3[CH2:15][CH2:14][CH2:13][CH2:12][C@H:11]3[C:16]([O:18]CC3C=CC=CC=3)=[O:17])=[N:7][C:6]=2[CH:26]=1.[OH-].[Li+], predict the reaction product. The product is: [Cl:1][C:2]1[CH:3]=[CH:4][C:5]2[O:9][C:8]([N:10]3[CH2:15][CH2:14][CH2:13][CH2:12][C@H:11]3[C:16]([OH:18])=[O:17])=[N:7][C:6]=2[CH:26]=1. (3) Given the reactants [CH:1](/[C:4]1[C:14]2[O:13][CH2:12][CH2:11][N:10](C(OC(C)(C)C)=O)[CH2:9][C:8]=2[CH:7]=[CH:6][CH:5]=1)=[CH:2]/[CH3:3].C(OCC)(=O)C.[ClH:28], predict the reaction product. The product is: [ClH:28].[CH:1](/[C:4]1[C:14]2[O:13][CH2:12][CH2:11][NH:10][CH2:9][C:8]=2[CH:7]=[CH:6][CH:5]=1)=[CH:2]/[CH3:3]. (4) Given the reactants CCCCCCCCCO[C:11]1[CH:16]=[CH:15][C:14]([N:17]=[N:18][C:19]2[CH:24]=[CH:23][C:22](OCCCCCCCCCOC(C=C)=O)=[CH:21][CH:20]=2)=[CH:13][CH:12]=1.N#N, predict the reaction product. The product is: [N:17]([C:14]1[CH:13]=[CH:12][CH:11]=[CH:16][CH:15]=1)=[N:18][C:19]1[CH:24]=[CH:23][CH:22]=[CH:21][CH:20]=1. (5) Given the reactants Cl[C:2]1[N:7]=[C:6]([NH:8][CH:9]2[CH2:11][CH2:10]2)[N:5]=[C:4]([NH:12][CH2:13][C:14]#[CH:15])[N:3]=1.Cl.[CH3:17][O:18][NH:19][CH3:20].[OH-].[Na+].C([O-])(O)=O.[Na+], predict the reaction product. The product is: [CH3:17][O:18][N:19]([CH3:20])[C:2]1[N:7]=[C:6]([NH:8][CH:9]2[CH2:11][CH2:10]2)[N:5]=[C:4]([NH:12][CH2:13][C:14]#[CH:15])[N:3]=1. (6) Given the reactants CN(P([N:9]([CH3:11])C)(N(C)C)=O)C.[Li+].[CH3:13][CH:14]([N-]C(C)C)[CH3:15].Cl[CH2:21][C:22]1[C:31]2[C:26](=[CH:27][CH:28]=[CH:29][CH:30]=2)[CH:25]=[CH:24][CH:23]=1.[CH2:32]1[CH2:36]O[CH2:34][CH2:33]1, predict the reaction product. The product is: [C:22]1([CH2:21][CH2:34][C:33]2[CH:15]=[CH:14][CH:13]=[CH:36][C:32]=2[C:11]#[N:9])[C:31]2[C:26](=[CH:27][CH:28]=[CH:29][CH:30]=2)[CH:25]=[CH:24][CH:23]=1.